From a dataset of Catalyst prediction with 721,799 reactions and 888 catalyst types from USPTO. Predict which catalyst facilitates the given reaction. (1) Reactant: [Br:1][C:2]1[C:3]([C:8]([N:10]2[CH2:15][CH2:14][N:13]([CH2:16][C:17]([C:19]3[CH:24]=[CH:23][C:22]([F:25])=[CH:21][CH:20]=3)=O)[CH2:12][CH2:11]2)=[O:9])=[N:4][N:5]([CH3:7])[CH:6]=1.Cl.[O:27]([NH2:29])[CH3:28]. Product: [CH3:28][O:27][N:29]=[C:17]([C:19]1[CH:24]=[CH:23][C:22]([F:25])=[CH:21][CH:20]=1)[CH2:16][N:13]1[CH2:14][CH2:15][N:10]([C:8]([C:3]2[C:2]([Br:1])=[CH:6][N:5]([CH3:7])[N:4]=2)=[O:9])[CH2:11][CH2:12]1. The catalyst class is: 8. (2) Reactant: [C:1](#[N:10])[C:2]1[C:3](=[CH:6][CH:7]=[CH:8][CH:9]=1)[C:4]#[N:5].[NH2:11][C:12]1[CH:17]=[CH:16][CH:15]=[CH:14][N:13]=1.[Fe:18](Cl)Cl. Product: [N:13]1[CH:14]=[CH:15][CH:16]=[CH:17][C:12]=1[N:5]=[C:4]1[C:3]2[C:2](=[CH:9][CH:8]=[CH:7][CH:6]=2)[C:1](=[N:11][C:12]2[CH:17]=[CH:16][CH:15]=[CH:14][N:13]=2)[NH:10]1.[Fe+2:18]. The catalyst class is: 13. (3) Reactant: [CH3:1][C:2]1[CH:7]=[C:6]([N+:8]([O-])=O)[CH:5]=[CH:4][C:3]=1[C:11]1[CH:12]=[N:13][C:14]2[N:15]([N:18]=[CH:19][C:20]=2[C:21]2[CH:26]=[CH:25][CH:24]=[C:23]([N:27]3[CH2:32][CH2:31][N:30]([CH3:33])[CH2:29][CH2:28]3)[CH:22]=2)[C:16]=1[NH2:17]. Product: [NH2:8][C:6]1[CH:5]=[CH:4][C:3]([C:11]2[CH:12]=[N:13][C:14]3[N:15]([N:18]=[CH:19][C:20]=3[C:21]3[CH:26]=[CH:25][CH:24]=[C:23]([N:27]4[CH2:28][CH2:29][N:30]([CH3:33])[CH2:31][CH2:32]4)[CH:22]=3)[C:16]=2[NH2:17])=[C:2]([CH3:1])[CH:7]=1. The catalyst class is: 541. (4) Reactant: [NH2:1][C:2]1[C:7]([OH:8])=[CH:6][CH:5]=[CH:4][N:3]=1.[NH2:9][C:10]1[CH:11]=[N:12][CH:13]=[C:14]([CH:18]=1)[C:15](O)=O.[OH-].[Na+]. Product: [O:8]1[C:7]2[C:2](=[N:3][CH:4]=[CH:5][CH:6]=2)[N:1]=[C:15]1[C:14]1[CH:18]=[C:10]([NH2:9])[CH:11]=[N:12][CH:13]=1. The catalyst class is: 6. (5) Reactant: [CH:1]1[C:14]2[CH:13]=[CH:12][C:11]3[C:6](=[CH:7][CH:8]=[CH:9][CH:10]=3)[C:5]=2[CH:4]=[C:3]([C:15](=[O:17])[CH3:16])[CH:2]=1.[C:18](OCC)(=[O:24])[C:19]([O:21][CH2:22]C)=[O:20].[H-].[Na+].Cl. Product: [OH:17]/[C:15](/[C:3]1[CH:2]=[CH:1][C:14]2[CH:13]=[CH:12][C:11]3[C:6]([C:5]=2[CH:4]=1)=[CH:7][CH:8]=[CH:9][CH:10]=3)=[CH:16]\[C:18](=[O:24])[C:19]([O:21][CH3:22])=[O:20]. The catalyst class is: 5.